This data is from Forward reaction prediction with 1.9M reactions from USPTO patents (1976-2016). The task is: Predict the product of the given reaction. Given the reactants C(O)(C(F)(F)F)=O.[Br:8][C:9]1[C:10]([O:22][C:23]2[C:30]([CH3:31])=[CH:29][C:26]([C:27]#[N:28])=[CH:25][C:24]=2[CH3:32])=[N:11][C:12]([NH:15][CH:16]2[CH2:21][CH2:20][NH:19][CH2:18][CH2:17]2)=[N:13][CH:14]=1.Br[CH:34]([C:36]1[CH:41]=[CH:40][CH:39]=[CH:38][CH:37]=1)[CH3:35], predict the reaction product. The product is: [Br:8][C:9]1[C:10]([O:22][C:23]2[C:30]([CH3:31])=[CH:29][C:26]([C:27]#[N:28])=[CH:25][C:24]=2[CH3:32])=[N:11][C:12]([NH:15][CH:16]2[CH2:17][CH2:18][N:19]([CH:34]([C:36]3[CH:41]=[CH:40][CH:39]=[CH:38][CH:37]=3)[CH3:35])[CH2:20][CH2:21]2)=[N:13][CH:14]=1.